From a dataset of Catalyst prediction with 721,799 reactions and 888 catalyst types from USPTO. Predict which catalyst facilitates the given reaction. (1) Reactant: [CH3:1][C:2]1[S:3][C:4]([C:10]2[CH:15]=[CH:14][CH:13]=[CH:12][CH:11]=2)=[C:5]([C:7]([OH:9])=O)[N:6]=1.C(Cl)(=O)C(Cl)=O.CN(C=O)C.[CH:27]([C:29]1[C:30]2[N:31]([CH:36]=[C:37]([CH2:39][C@@H:40]3[CH2:45][CH2:44][CH2:43][CH2:42][NH:41]3)[N:38]=2)[CH:32]=[C:33]([F:35])[CH:34]=1)=[CH2:28]. Product: [CH:27]([C:29]1[C:30]2[N:31]([CH:36]=[C:37]([CH2:39][C@@H:40]3[CH2:45][CH2:44][CH2:43][CH2:42][N:41]3[C:7]([C:5]3[N:6]=[C:2]([CH3:1])[S:3][C:4]=3[C:10]3[CH:15]=[CH:14][CH:13]=[CH:12][CH:11]=3)=[O:9])[N:38]=2)[CH:32]=[C:33]([F:35])[CH:34]=1)=[CH2:28]. The catalyst class is: 2. (2) The catalyst class is: 7. Product: [CH2:14]([O:18][C:2]1[CH:7]=[C:6]([C:8]2[CH:13]=[CH:12][CH:11]=[CH:10][CH:9]=2)[N:5]=[CH:4][N:3]=1)[C:15]#[C:16][CH3:17]. Reactant: Cl[C:2]1[CH:7]=[C:6]([C:8]2[CH:13]=[CH:12][CH:11]=[CH:10][CH:9]=2)[N:5]=[CH:4][N:3]=1.[CH2:14]([OH:18])[C:15]#[C:16][CH3:17].[H-].[Na+].O. (3) Reactant: Br[C:2]1[CH:3]=[N:4][CH:5]=[C:6]([Br:8])[CH:7]=1.[OH:9][CH2:10][C@H:11]1[NH:15][C:14](=[O:16])[CH2:13][CH2:12]1.C(=O)([O-])[O-].[K+].[K+].CNCCNC. The catalyst class is: 185. Product: [Br:8][C:6]1[CH:7]=[C:2]([N:15]2[C@H:11]([CH2:10][OH:9])[CH2:12][CH2:13][C:14]2=[O:16])[CH:3]=[N:4][CH:5]=1. (4) Product: [ClH:1].[ClH:1].[CH3:58][O:57][C:49]1[CH:48]=[C:47]([C:44]2[CH:45]=[CH:46][C:41]([C:40]([N:37]3[CH2:38][CH2:39][N:34]([CH2:33][CH:30]4[CH2:31][CH2:32][CH:27]([CH2:26][N:23]5[CH2:22][CH2:21][N:20]([C:18](=[O:19])[C:17]6[CH:60]=[CH:61][C:14]([C:6]7[CH:5]=[C:4]([O:3][CH3:2])[C:9]([O:10][CH3:11])=[C:8]([O:12][CH3:13])[CH:7]=7)=[CH:15][CH:16]=6)[CH2:25][CH2:24]5)[CH2:28][CH2:29]4)[CH2:35][CH2:36]3)=[O:59])=[CH:42][CH:43]=2)[CH:52]=[C:51]([O:53][CH3:54])[C:50]=1[O:55][CH3:56]. The catalyst class is: 8. Reactant: [ClH:1].[CH3:2][O:3][C:4]1[CH:5]=[C:6]([C:14]2[CH:61]=[CH:60][C:17]([C:18]([N:20]3[CH2:25][CH2:24][N:23]([CH2:26][CH:27]4[CH2:32][CH2:31][CH:30]([CH2:33][N:34]5[CH2:39][CH2:38][N:37]([C:40](=[O:59])[C:41]6[CH:46]=[CH:45][C:44]([C:47]7[CH:52]=[C:51]([O:53][CH3:54])[C:50]([O:55][CH3:56])=[C:49]([O:57][CH3:58])[CH:48]=7)=[CH:43][CH:42]=6)[CH2:36][CH2:35]5)[CH2:29][CH2:28]4)[CH2:22][CH2:21]3)=[O:19])=[CH:16][CH:15]=2)[CH:7]=[C:8]([O:12][CH3:13])[C:9]=1[O:10][CH3:11].